Predict the reactants needed to synthesize the given product. From a dataset of Full USPTO retrosynthesis dataset with 1.9M reactions from patents (1976-2016). (1) Given the product [I:1][C:2]1[CH:3]=[CH:4][C:5]([N:8]2[C@H:11]([C:12]3[CH:17]=[CH:16][C:15]([O:18][Si:19]([CH3:24])([CH3:25])[C:20]([CH3:21])([CH3:23])[CH3:22])=[CH:14][CH:13]=3)[C@@H:10]([SH:26])[C:9]2=[O:36])=[CH:6][CH:7]=1, predict the reactants needed to synthesize it. The reactants are: [I:1][C:2]1[CH:7]=[CH:6][C:5]([N:8]2[C@H:11]([C:12]3[CH:17]=[CH:16][C:15]([O:18][Si:19]([CH3:25])([CH3:24])[C:20]([CH3:23])([CH3:22])[CH3:21])=[CH:14][CH:13]=3)[C@@H:10]([S:26]CC3C=CC(OC)=CC=3)[C:9]2=[O:36])=[CH:4][CH:3]=1.C1(C)C=CC=CC=1.O. (2) Given the product [ClH:34].[Cl:34][C:35]1[N:36]=[C:37]2[N:41]([C:42]=1[S:43]([N:12]1[C:13]3[C:18](=[CH:17][CH:16]=[CH:15][CH:14]=3)[C:10]([CH2:9][CH:7]([NH2:8])[CH3:6])=[CH:11]1)(=[O:45])=[O:44])[CH:40]=[CH:39][S:38]2, predict the reactants needed to synthesize it. The reactants are: CS(O)(=O)=O.[CH3:6][CH:7]([CH2:9][C:10]1[C:18]2[C:13](=[CH:14][CH:15]=[CH:16][CH:17]=2)[NH:12][CH:11]=1)[NH2:8].C(OC(OC(C)(C)C)=O)(OC(C)(C)C)=O.[Cl:34][C:35]1[N:36]=[C:37]2[N:41]([C:42]=1[S:43](Cl)(=[O:45])=[O:44])[CH:40]=[CH:39][S:38]2.CC(C)([O-])C.[K+].C([O-])(O)=O.[Na+]. (3) Given the product [OH:28][C@H:23]1[CH2:24][CH2:25][CH2:26][CH2:27][C@@H:22]1[NH:21][C:19]([C:11]1[CH:10]=[C:9]([CH2:8][C:5]2[CH:6]=[N:7][C:2]([C:33]3[CH:32]=[N:31][N:30]([CH3:29])[CH:34]=3)=[CH:3][CH:4]=2)[C:18]2[C:13](=[CH:14][CH:15]=[CH:16][CH:17]=2)[N:12]=1)=[O:20], predict the reactants needed to synthesize it. The reactants are: Cl[C:2]1[N:7]=[CH:6][C:5]([CH2:8][C:9]2[C:18]3[C:13](=[CH:14][CH:15]=[CH:16][CH:17]=3)[N:12]=[C:11]([C:19]([NH:21][C@H:22]3[CH2:27][CH2:26][CH2:25][CH2:24][C@@H:23]3[OH:28])=[O:20])[CH:10]=2)=[CH:4][CH:3]=1.[CH3:29][N:30]1[CH:34]=[C:33](B2OC(C)(C)C(C)(C)O2)[CH:32]=[N:31]1.C1(P(C2CCCCC2)C2CCCCC2)CCCCC1.P([O-])([O-])([O-])=O.[K+].[K+].[K+]. (4) The reactants are: [N:1]1([CH2:6][C:7]2[CH:12]=[CH:11][C:10]([CH2:13][CH2:14][NH:15][C:16]([C:18]3[CH:23]=[CH:22][C:21]([C:24]4[CH:29]=[CH:28][C:27]([Cl:30])=[CH:26][CH:25]=4)=[CH:20][C:19]=3[NH2:31])=[O:17])=[CH:9][CH:8]=2)[CH2:5][CH2:4][CH2:3][CH2:2]1.C1N=CN([C:37](N2C=NC=C2)=[O:38])C=1. Given the product [Cl:30][C:27]1[CH:26]=[CH:25][C:24]([C:21]2[CH:20]=[C:19]3[C:18]([C:16](=[O:17])[N:15]([CH2:14][CH2:13][C:10]4[CH:11]=[CH:12][C:7]([CH2:6][N:1]5[CH2:5][CH2:4][CH2:3][CH2:2]5)=[CH:8][CH:9]=4)[C:37](=[O:38])[NH:31]3)=[CH:23][CH:22]=2)=[CH:29][CH:28]=1, predict the reactants needed to synthesize it. (5) Given the product [CH2:35]([N:3]([CH2:1][CH3:2])[C:4]([C:6]1[CH:7]=[CH:8][C:9]2[N:10]([CH:22]3[CH2:27][CH2:26][N:25]([CH2:28][C:29]4[CH:34]=[CH:33][CH:32]=[CH:31][CH:30]=4)[CH2:24][CH2:23]3)[C:11]3[C:16]([O:17][C:18]=2[CH:19]=1)=[C:15]([OH:20])[CH:14]=[CH:13][CH:12]=3)=[O:5])[CH3:36], predict the reactants needed to synthesize it. The reactants are: [CH2:1]([N:3]([CH2:35][CH3:36])[C:4]([C:6]1[CH:7]=[CH:8][C:9]2[N:10]([CH:22]3[CH2:27][CH2:26][N:25]([CH2:28][C:29]4[CH:34]=[CH:33][CH:32]=[CH:31][CH:30]=4)[CH2:24][CH2:23]3)[C:11]3[C:16]([O:17][C:18]=2[CH:19]=1)=[C:15]([O:20]C)[CH:14]=[CH:13][CH:12]=3)=[O:5])[CH3:2].B(Br)(Br)Br.C([O-])(O)=O.[Na+].